This data is from Full USPTO retrosynthesis dataset with 1.9M reactions from patents (1976-2016). The task is: Predict the reactants needed to synthesize the given product. (1) Given the product [Cl:1][C:2]1[CH:7]=[CH:6][C:5]([S:8]([N:11]([C:15]2[C:16]([C:22](=[O:23])[C:24]3[C:29]([F:30])=[CH:28][CH:27]=[CH:26][C:25]=3[Cl:31])=[N:17][CH:18]=[C:19]([Cl:21])[CH:20]=2)[CH2:12][O:13][CH3:14])(=[O:9])=[O:10])=[CH:4][C:3]=1[C:32]([F:33])([F:34])[F:35], predict the reactants needed to synthesize it. The reactants are: [Cl:1][C:2]1[CH:7]=[CH:6][C:5]([S:8]([N:11]([C:15]2[C:16]([CH:22]([C:24]3[C:29]([F:30])=[CH:28][CH:27]=[CH:26][C:25]=3[Cl:31])[OH:23])=[N:17][CH:18]=[C:19]([Cl:21])[CH:20]=2)[CH2:12][O:13][CH3:14])(=[O:10])=[O:9])=[CH:4][C:3]=1[C:32]([F:35])([F:34])[F:33].CC(OI1(OC(C)=O)(OC(C)=O)OC(=O)C2C=CC=CC1=2)=O.[O-]S([O-])(=S)=O.[Na+].[Na+].C([O-])(O)=O.[Na+]. (2) Given the product [CH3:17][CH:12]1[O:13][CH:14]([CH3:16])[CH2:15][N:10]([C:7]2[N:8]=[CH:9][C:4](/[CH:3]=[C:2](/[C:18]3[CH:22]=[C:21]([CH3:23])[N:20]([CH2:24][C:25]4[CH:30]=[CH:29][C:28]([NH:33][CH3:32])=[N:27][CH:26]=4)[N:19]=3)\[F:1])=[CH:5][CH:6]=2)[CH2:11]1, predict the reactants needed to synthesize it. The reactants are: [F:1]/[C:2](/[C:18]1[CH:22]=[C:21]([CH3:23])[N:20]([CH2:24][C:25]2[CH:26]=[N:27][C:28](F)=[CH:29][CH:30]=2)[N:19]=1)=[CH:3]\[C:4]1[CH:5]=[CH:6][C:7]([N:10]2[CH2:15][CH:14]([CH3:16])[O:13][CH:12]([CH3:17])[CH2:11]2)=[N:8][CH:9]=1.[CH3:32][NH2:33]. (3) The reactants are: [S:1]1[CH:5]=[CH:4][N:3]=[C:2]1[C:6]([OH:8])=O.[Cl:9][C:10]1[CH:16]=[CH:15][C:14]([N+:17]([O-:19])=[O:18])=[CH:13][C:11]=1[NH2:12].CN(C(ON1N=NC2C=CC=NC1=2)=[N+](C)C)C.F[P-](F)(F)(F)(F)F.CCN(C(C)C)C(C)C. Given the product [Cl:9][C:10]1[CH:16]=[CH:15][C:14]([N+:17]([O-:19])=[O:18])=[CH:13][C:11]=1[NH:12][C:6]([C:2]1[S:1][CH:5]=[CH:4][N:3]=1)=[O:8], predict the reactants needed to synthesize it. (4) Given the product [Cl:1][C:2]1[CH:7]=[CH:6][C:5](/[CH:8]=[CH:9]/[C:10]([OH:12])=[O:11])=[C:4]([CH2:15][C:16]2[O:17][C:18]([CH3:21])=[N:19][N:20]=2)[CH:3]=1, predict the reactants needed to synthesize it. The reactants are: [Cl:1][C:2]1[CH:7]=[CH:6][C:5](/[CH:8]=[CH:9]/[C:10]([O:12]CC)=[O:11])=[C:4]([CH2:15][C:16]2[O:17][C:18]([CH3:21])=[N:19][N:20]=2)[CH:3]=1.[OH-].[Na+]. (5) Given the product [Cl:8][C:5]1[CH:6]=[CH:7][C:2]([NH:1][S:25]([C:22]2[CH:21]=[CH:20][C:19]([O:18][CH3:17])=[CH:24][CH:23]=2)(=[O:27])=[O:26])=[C:3]([C:9]([C:11]2[CH:16]=[CH:15][N:14]=[CH:13][CH:12]=2)=[O:10])[CH:4]=1, predict the reactants needed to synthesize it. The reactants are: [NH2:1][C:2]1[CH:7]=[CH:6][C:5]([Cl:8])=[CH:4][C:3]=1[C:9]([C:11]1[CH:16]=[CH:15][N:14]=[CH:13][CH:12]=1)=[O:10].[CH3:17][O:18][C:19]1[CH:24]=[CH:23][C:22]([S:25](Cl)(=[O:27])=[O:26])=[CH:21][CH:20]=1. (6) Given the product [O:4]=[C:3]([NH:5][C:6]12[CH2:15][C@@H:10]3[CH2:11][C@@H:12]([CH2:14][C:8]([C:16]4[CH:21]=[CH:20][CH:19]=[CH:18][CH:17]=4)([CH2:9]3)[CH2:7]1)[CH2:13]2)[CH2:2][N:22]1[CH2:31][CH2:30][CH:25]([C:26]([O:28][CH3:29])=[O:27])[CH2:24][CH2:23]1, predict the reactants needed to synthesize it. The reactants are: Cl[CH2:2][C:3]([NH:5][C:6]12[CH2:15][CH:10]3[CH2:11][CH:12]([CH2:14][C:8]([C:16]4[CH:21]=[CH:20][CH:19]=[CH:18][CH:17]=4)([CH2:9]3)[CH2:7]1)[CH2:13]2)=[O:4].[NH:22]1[CH2:31][CH2:30][CH:25]([C:26]([O:28][CH3:29])=[O:27])[CH2:24][CH2:23]1. (7) Given the product [CH3:27][O:28][P:29]([CH2:2][C:3]([CH3:26])=[CH:4][CH2:5][C:6]1[C:14]([O:15][CH2:16][CH2:17][Si:18]([CH3:21])([CH3:20])[CH3:19])=[C:13]2[C:9](=[C:8]([CH3:23])[C:7]=1[CH:24]=[CH2:25])[CH2:10][O:11][C:12]2=[O:22])(=[O:32])[O:30][CH3:31], predict the reactants needed to synthesize it. The reactants are: Br[CH2:2][C:3]([CH3:26])=[CH:4][CH2:5][C:6]1[C:14]([O:15][CH2:16][CH2:17][Si:18]([CH3:21])([CH3:20])[CH3:19])=[C:13]2[C:9]([CH2:10][O:11][C:12]2=[O:22])=[C:8]([CH3:23])[C:7]=1[CH:24]=[CH2:25].[CH3:27][O:28][P:29]([O:32]C)[O:30][CH3:31]. (8) Given the product [S:1]1[C:5]2[CH:6]=[CH:7][CH:8]=[CH:9][C:4]=2[N:3]=[C:2]1[NH:10][CH:11]1[CH2:16][CH2:15][N:14]([CH2:30][C:21]2[C:22]3[C:27](=[CH:26][CH:25]=[CH:24][CH:23]=3)[CH:28]=[CH:29][C:20]=2[O:19][CH2:17][CH3:18])[CH2:13][CH2:12]1, predict the reactants needed to synthesize it. The reactants are: [S:1]1[C:5]2[CH:6]=[CH:7][CH:8]=[CH:9][C:4]=2[N:3]=[C:2]1[NH:10][CH:11]1[CH2:16][CH2:15][NH:14][CH2:13][CH2:12]1.[CH2:17]([O:19][C:20]1[CH:29]=[CH:28][C:27]2[C:22](=[CH:23][CH:24]=[CH:25][CH:26]=2)[C:21]=1[CH:30]=O)[CH3:18].C(N(C(C)C)CC)(C)C.C(O)(=O)C.C([BH3-])#N.[Na+]. (9) Given the product [CH3:11][S:8]([C:4]1[CH:3]=[C:2]([N:12]2[CH2:17][CH2:16][NH:15][CH2:14][CH2:13]2)[CH:7]=[CH:6][CH:5]=1)(=[O:10])=[O:9], predict the reactants needed to synthesize it. The reactants are: Br[C:2]1[CH:7]=[CH:6][CH:5]=[C:4]([S:8]([CH3:11])(=[O:10])=[O:9])[CH:3]=1.[NH:12]1[CH2:17][CH2:16][NH:15][CH2:14][CH2:13]1.CC(C)([O-])C.[Na+]. (10) Given the product [CH2:1]([O:8][C:9]([N:11]1[CH2:27][CH2:26][C:15]2[C:16]3[CH:17]([O:25][CH3:30])[C:18]([F:23])([F:24])[CH2:19][C:20]=3[CH:21]=[CH:22][C:14]=2[CH2:13][CH2:12]1)=[O:10])[C:2]1[CH:3]=[CH:4][CH:5]=[CH:6][CH:7]=1, predict the reactants needed to synthesize it. The reactants are: [CH2:1]([O:8][C:9]([N:11]1[CH2:27][CH2:26][C:15]2[C:16]3[CH:17]([OH:25])[C:18]([F:24])([F:23])[CH2:19][C:20]=3[CH:21]=[CH:22][C:14]=2[CH2:13][CH2:12]1)=[O:10])[C:2]1[CH:7]=[CH:6][CH:5]=[CH:4][CH:3]=1.[BH4-].[Na+].[CH3:30]I.